Dataset: Peptide-MHC class I binding affinity with 185,985 pairs from IEDB/IMGT. Task: Regression. Given a peptide amino acid sequence and an MHC pseudo amino acid sequence, predict their binding affinity value. This is MHC class I binding data. (1) The binding affinity (normalized) is 0.587. The peptide sequence is RTEAKSALK. The MHC is HLA-A03:01 with pseudo-sequence HLA-A03:01. (2) The peptide sequence is DLEKYNLAF. The binding affinity (normalized) is 0.0847. The MHC is HLA-B27:03 with pseudo-sequence HLA-B27:03. (3) The peptide sequence is MMCPFLFLM. The MHC is H-2-Db with pseudo-sequence H-2-Db. The binding affinity (normalized) is 0.153. (4) The peptide sequence is CRFPRAHKY. The MHC is Mamu-A20102 with pseudo-sequence Mamu-A20102. The binding affinity (normalized) is 0.270. (5) The peptide sequence is LPPIVAKEI. The MHC is HLA-B07:02 with pseudo-sequence HLA-B07:02. The binding affinity (normalized) is 0.292. (6) The peptide sequence is EDAQPGLLSY. The MHC is HLA-A30:02 with pseudo-sequence HLA-A30:02. The binding affinity (normalized) is 0.0962.